This data is from Full USPTO retrosynthesis dataset with 1.9M reactions from patents (1976-2016). The task is: Predict the reactants needed to synthesize the given product. (1) Given the product [Cl:1][C:2]1[N:3]=[CH:4][CH:5]=[C:6]2[C:11]=1[N:10]=[CH:9][C:8]([O:12][CH2:13][C:14]1[O:17][CH:18]=[N:19][CH:16]=1)=[CH:7]2, predict the reactants needed to synthesize it. The reactants are: [Cl:1][C:2]1[N:3]=[CH:4][CH:5]=[C:6]2[C:11]=1[N:10]=[CH:9][C:8]([O:12][CH2:13][CH:14]1[CH2:16]C1)=[CH:7]2.[O:17]1C(CO)=C[N:19]=[CH:18]1.ClC1N=CC=C2C=1N=CC(O)=C2. (2) Given the product [CH2:1]([O:5][C:6]1[CH:10]=[C:9]([C:11]([OH:13])=[O:12])[N:8]([CH2:15][C:16]2[CH:17]=[CH:18][C:19]([C:22]([F:25])([F:24])[F:23])=[CH:20][CH:21]=2)[N:7]=1)[CH2:2][CH2:3][CH3:4], predict the reactants needed to synthesize it. The reactants are: [CH2:1]([O:5][C:6]1[CH:10]=[C:9]([C:11]([O:13]C)=[O:12])[N:8]([CH2:15][C:16]2[CH:21]=[CH:20][C:19]([C:22]([F:25])([F:24])[F:23])=[CH:18][CH:17]=2)[N:7]=1)[CH2:2][CH2:3][CH3:4].[OH-].[Na+].O1CCCC1. (3) Given the product [OH:1][C@@H:2]1[CH2:10][C@@H:5]2[O:6][CH:7]([OH:9])[CH2:8][C@@H:4]2[C@H:3]1[CH2:11][CH2:12][C@@H:13]([OH:22])[CH2:14][CH2:15][C:16]1[CH:17]=[CH:18][CH:19]=[CH:20][CH:21]=1, predict the reactants needed to synthesize it. The reactants are: [OH:1][C@@H:2]1[CH2:10][C@@H:5]2[O:6][CH:7]([OH:9])[CH2:8][C@@H:4]2[C@H:3]1[CH2:11][CH2:12][C@@H:13]([O:22]C1CCCCO1)[CH2:14][CH2:15][C:16]1[CH:21]=[CH:20][CH:19]=[CH:18][CH:17]=1.C(O)(=O)C.C1COCC1.[OH-].[K+]. (4) Given the product [O:20]1[C:19]2([CH2:24][CH2:25][N:16]([C:15]3[C:10]4[C:9]([C:27]5[CH:32]=[CH:31][C:30]([F:33])=[CH:29][CH:28]=5)=[C:8]([C:5]5[CH:4]=[CH:3][C:2]([NH:34][CH2:35][CH2:36][OH:37])=[N:7][CH:6]=5)[O:26][C:11]=4[N:12]=[CH:13][N:14]=3)[CH2:17][CH2:18]2)[O:23][CH2:22][CH2:21]1, predict the reactants needed to synthesize it. The reactants are: Cl[C:2]1[N:7]=[CH:6][C:5]([C:8]2[O:26][C:11]3[N:12]=[CH:13][N:14]=[C:15]([N:16]4[CH2:25][CH2:24][C:19]5([O:23][CH2:22][CH2:21][O:20]5)[CH2:18][CH2:17]4)[C:10]=3[C:9]=2[C:27]2[CH:32]=[CH:31][C:30]([F:33])=[CH:29][CH:28]=2)=[CH:4][CH:3]=1.[NH2:34][CH2:35][CH2:36][OH:37]. (5) The reactants are: [F:1][C:2]1[CH:7]=[CH:6][CH:5]=[C:4]([F:8])[C:3]=1[N:9]1[C:14]2[N:15]=[C:16](S(C)=O)[N:17]=[C:18]([C:19]3[CH:20]=[C:21]([CH:28]=[CH:29][C:30]=3[CH3:31])[C:22]([NH:24][CH:25]([CH3:27])[CH3:26])=[O:23])[C:13]=2[CH2:12][NH:11][C:10]1=[O:35].[N:36]1([CH:41]2[CH2:46][CH2:45][NH:44][CH2:43][CH2:42]2)[CH2:40][CH2:39][CH2:38][CH2:37]1. Given the product [F:1][C:2]1[CH:7]=[CH:6][CH:5]=[C:4]([F:8])[C:3]=1[N:9]1[C:14]2[N:15]=[C:16]([N:44]3[CH2:45][CH2:46][CH:41]([N:36]4[CH2:40][CH2:39][CH2:38][CH2:37]4)[CH2:42][CH2:43]3)[N:17]=[C:18]([C:19]3[CH:20]=[C:21]([CH:28]=[CH:29][C:30]=3[CH3:31])[C:22]([NH:24][CH:25]([CH3:27])[CH3:26])=[O:23])[C:13]=2[CH2:12][NH:11][C:10]1=[O:35], predict the reactants needed to synthesize it. (6) The reactants are: [H-].[Na+].[CH3:3][C:4]1([CH2:9][CH2:10][CH:11]=[C:12]([CH3:14])[CH3:13])[CH2:6][CH:5]1[CH2:7][OH:8].I[CH3:16]. Given the product [CH3:16][O:8][CH2:7][CH:5]1[CH2:6][C:4]1([CH3:3])[CH2:9][CH2:10][CH:11]=[C:12]([CH3:14])[CH3:13], predict the reactants needed to synthesize it.